The task is: Predict the reactants needed to synthesize the given product.. This data is from Full USPTO retrosynthesis dataset with 1.9M reactions from patents (1976-2016). Given the product [CH3:31][O:32][C:33]1[CH:38]=[C:37]([C:16]2[CH:17]=[C:18]3[C:13](=[CH:14][CH:15]=2)[N:12]=[C:11]([N:9]2[CH:10]=[C:6]([C:4]([OH:3])=[O:5])[CH:7]=[N:8]2)[NH:20][C:19]3=[O:29])[CH:36]=[CH:35][CH:34]=1, predict the reactants needed to synthesize it. The reactants are: C([O:3][C:4]([C:6]1[CH:7]=[N:8][N:9]([C:11]2[N:20](COCC[Si](C)(C)C)[C:19](=[O:29])[C:18]3[C:13](=[CH:14][CH:15]=[C:16](I)[CH:17]=3)[N:12]=2)[CH:10]=1)=[O:5])C.[CH3:31][O:32][C:33]1[CH:34]=[C:35](B(O)O)[CH:36]=[CH:37][CH:38]=1.